From a dataset of Full USPTO retrosynthesis dataset with 1.9M reactions from patents (1976-2016). Predict the reactants needed to synthesize the given product. (1) Given the product [OH:45][C:34]1[C:33](=[O:32])[N:12]([C:13]2[S:14][C:15]([S:18]([C:21]3[CH:22]=[CH:23][C:24]([N+:27]([O-:29])=[O:28])=[CH:25][CH:26]=3)(=[O:19])=[O:20])=[CH:16][N:17]=2)[CH:8]([C:7]2[CH:10]=[CH:11][C:4]([C:1]([OH:3])=[O:2])=[CH:5][CH:6]=2)[C:35]=1[C:36](=[O:44])[C:37]1[CH:38]=[CH:39][C:40]([CH3:43])=[CH:41][CH:42]=1, predict the reactants needed to synthesize it. The reactants are: [C:1]([C:4]1[CH:11]=[CH:10][C:7]([CH:8]=O)=[CH:6][CH:5]=1)([OH:3])=[O:2].[NH2:12][C:13]1[S:14][C:15]([S:18]([C:21]2[CH:26]=[CH:25][C:24]([N+:27]([O-:29])=[O:28])=[CH:23][CH:22]=2)(=[O:20])=[O:19])=[CH:16][N:17]=1.C([O:32][C:33](=O)[C:34]([OH:45])=[CH:35][C:36](=[O:44])[C:37]1[CH:42]=[CH:41][C:40]([CH3:43])=[CH:39][CH:38]=1)C. (2) Given the product [NH2:1][C:2]1[N:7]=[C:6]([NH:8][CH2:9][CH2:10][NH:11][C:12]2[CH:20]=[CH:19][C:15]([C:16]([NH:58][CH2:57][CH2:56][N:47]3[CH2:42][CH2:43][CH2:44][CH2:45]3)=[O:18])=[C:14]([C:21]3[CH:26]=[CH:25][C:24]([Cl:27])=[CH:23][C:22]=3[Cl:28])[CH:13]=2)[CH:5]=[CH:4][C:3]=1[N+:29]([O-:31])=[O:30], predict the reactants needed to synthesize it. The reactants are: [NH2:1][C:2]1[N:7]=[C:6]([NH:8][CH2:9][CH2:10][NH:11][C:12]2[CH:20]=[CH:19][C:15]([C:16]([OH:18])=O)=[C:14]([C:21]3[CH:26]=[CH:25][C:24]([Cl:27])=[CH:23][C:22]=3[Cl:28])[CH:13]=2)[CH:5]=[CH:4][C:3]=1[N+:29]([O-:31])=[O:30].CN(C(ON1N=[N:47][C:42]2[CH:43]=[CH:44][CH:45]=CC1=2)=[N+](C)C)C.F[P-](F)(F)(F)(F)F.[CH3:56][CH2:57][N:58](C(C)C)C(C)C. (3) Given the product [Br:22][C:19]1[CH:18]=[CH:17][C:16]([CH:3]([NH:2][C:28](=[O:29])[C:27]2[CH:31]=[CH:32][C:24]([F:23])=[CH:25][CH:26]=2)[C:4]([C@@H:6]2[CH2:11][CH2:10][CH2:9][CH2:8][C@H:7]2[C:12]([O:14][CH3:15])=[O:13])=[O:5])=[CH:21][CH:20]=1, predict the reactants needed to synthesize it. The reactants are: Cl.[NH2:2][CH:3]([C:16]1[CH:21]=[CH:20][C:19]([Br:22])=[CH:18][CH:17]=1)[C:4]([C@@H:6]1[CH2:11][CH2:10][CH2:9][CH2:8][C@H:7]1[C:12]([O:14][CH3:15])=[O:13])=[O:5].[F:23][C:24]1[CH:32]=[CH:31][C:27]([C:28](Cl)=[O:29])=[CH:26][CH:25]=1.CCN(C(C)C)C(C)C. (4) Given the product [F:28][C:4]1[CH:3]=[C:2]([NH:81][CH:82]2[CH2:83][N:84]([C:86]([O:88][C:89]([CH3:92])([CH3:91])[CH3:90])=[O:87])[CH2:85]2)[CH:7]=[C:6]([F:8])[C:5]=1[C@@H:9]1[C:14]2[NH:15][C:16]3[C:21]([C:13]=2[CH2:12][C@@H:11]([CH3:22])[N:10]1[CH2:23][C:24]([F:27])([CH3:26])[CH3:25])=[CH:20][CH:19]=[CH:18][CH:17]=3, predict the reactants needed to synthesize it. The reactants are: Br[C:2]1[CH:7]=[C:6]([F:8])[C:5]([C@@H:9]2[C:14]3[NH:15][C:16]4[C:21]([C:13]=3[CH2:12][C@@H:11]([CH3:22])[N:10]2[CH2:23][C:24]([F:27])([CH3:26])[CH3:25])=[CH:20][CH:19]=[CH:18][CH:17]=4)=[C:4]([F:28])[CH:3]=1.C1C=CC(P(C2C(C3C(P(C4C=CC=CC=4)C4C=CC=CC=4)=CC=C4C=3C=CC=C4)=C3C(C=CC=C3)=CC=2)C2C=CC=CC=2)=CC=1.C(O[Na])(C)(C)C.[NH2:81][CH:82]1[CH2:85][N:84]([C:86]([O:88][C:89]([CH3:92])([CH3:91])[CH3:90])=[O:87])[CH2:83]1. (5) Given the product [Si:1]([O:8][C@@H:17]1[N:23]([C:24]([O:26][CH2:27][CH:28]=[CH2:29])=[O:25])[C:22]2[CH:30]=[C:31]([O:36][Si:37]([CH:41]([CH3:42])[CH3:43])([CH:44]([CH3:46])[CH3:45])[CH:38]([CH3:39])[CH3:40])[C:32]([O:34][CH3:35])=[CH:33][C:21]=2[C:20](=[O:47])[N:19]2[CH:48]=[C:49]([CH3:51])[CH2:50][C@@H:18]12)([C:4]([CH3:7])([CH3:6])[CH3:5])([CH3:3])[CH3:2], predict the reactants needed to synthesize it. The reactants are: [Si:1]([O:8]S(C(F)(F)F)(=O)=O)([C:4]([CH3:7])([CH3:6])[CH3:5])([CH3:3])[CH3:2].O[C@@H:17]1[N:23]([C:24]([O:26][CH2:27][CH:28]=[CH2:29])=[O:25])[C:22]2[CH:30]=[C:31]([O:36][Si:37]([CH:44]([CH3:46])[CH3:45])([CH:41]([CH3:43])[CH3:42])[CH:38]([CH3:40])[CH3:39])[C:32]([O:34][CH3:35])=[CH:33][C:21]=2[C:20](=[O:47])[N:19]2[CH:48]=[C:49]([CH3:51])[CH2:50][C@@H:18]12.N1C(C)=CC=CC=1C. (6) Given the product [F:2][C:3]1[CH:21]=[CH:20][CH:19]=[CH:18][C:4]=1[CH2:5][N:6]1[C:10]2=[N:11][CH:12]=[CH:13][CH:14]=[C:9]2[C:8]([C:15]2[N:16]=[C:24]([OH:23])[C:25]([C:26]([O:28][CH3:29])=[O:27])=[CH:30][N:17]=2)=[N:7]1, predict the reactants needed to synthesize it. The reactants are: Cl.[F:2][C:3]1[CH:21]=[CH:20][CH:19]=[CH:18][C:4]=1[CH2:5][N:6]1[C:10]2=[N:11][CH:12]=[CH:13][CH:14]=[C:9]2[C:8]([C:15](=[NH:17])[NH2:16])=[N:7]1.C[O:23][CH:24]=[C:25]([C:30](OC)=O)[C:26]([O:28][CH3:29])=[O:27].C[O-].[Na+].